From a dataset of Forward reaction prediction with 1.9M reactions from USPTO patents (1976-2016). Predict the product of the given reaction. (1) Given the reactants [Br:1][C:2]1[CH:10]=[C:9]2[C:5]([CH2:6][C:7](=[O:11])[NH:8]2)=[CH:4][CH:3]=1.[CH:12]([C:14]1[NH:18][C:17]2[CH2:19][CH2:20][CH2:21][CH2:22][CH2:23][C:16]=2[C:15]=1[CH2:24][CH2:25][C:26]([OH:28])=[O:27])=O.N1CCCCC1, predict the reaction product. The product is: [Br:1][C:2]1[CH:10]=[C:9]2[C:5](/[C:6](=[CH:12]/[C:14]3[NH:18][C:17]4[CH2:19][CH2:20][CH2:21][CH2:22][CH2:23][C:16]=4[C:15]=3[CH2:24][CH2:25][C:26]([OH:28])=[O:27])/[C:7](=[O:11])[NH:8]2)=[CH:4][CH:3]=1. (2) Given the reactants [Cl:1][C:2]1[CH:3]=[C:4]([C@@H:12]([CH2:28][CH:29]2[CH2:33][CH2:32][CH2:31][CH2:30]2)[C:13]([NH:15][C:16]2[CH:21]=[N:20][C:19]([C:22](OC)([O:24]C)[CH3:23])=[CH:18][N:17]=2)=[O:14])[CH:5]=[CH:6][C:7]=1[S:8]([CH3:11])(=[O:10])=[O:9].O.C1(C)C=CC(S(O)(=O)=O)=CC=1, predict the reaction product. The product is: [C:22]([C:19]1[N:20]=[CH:21][C:16]([NH:15][C:13](=[O:14])[C@@H:12]([C:4]2[CH:5]=[CH:6][C:7]([S:8]([CH3:11])(=[O:9])=[O:10])=[C:2]([Cl:1])[CH:3]=2)[CH2:28][CH:29]2[CH2:30][CH2:31][CH2:32][CH2:33]2)=[N:17][CH:18]=1)(=[O:24])[CH3:23]. (3) Given the reactants [C:1]([C:4]1[S:8][C:7]([CH:9]2[CH2:14][CH2:13][CH2:12][N:11](C(OC(C)(C)C)=O)[CH2:10]2)=[N:6][C:5]=1[C:22]1[CH:27]=[CH:26][C:25]([O:28][C:29]2[CH:34]=[CH:33][CH:32]=[CH:31][CH:30]=2)=[CH:24][CH:23]=1)(=[O:3])[NH2:2].C(O)(C(F)(F)F)=O, predict the reaction product. The product is: [O:28]([C:25]1[CH:24]=[CH:23][C:22]([C:5]2[N:6]=[C:7]([CH:9]3[CH2:14][CH2:13][CH2:12][NH:11][CH2:10]3)[S:8][C:4]=2[C:1]([NH2:2])=[O:3])=[CH:27][CH:26]=1)[C:29]1[CH:34]=[CH:33][CH:32]=[CH:31][CH:30]=1.